From a dataset of Reaction yield outcomes from USPTO patents with 853,638 reactions. Predict the reaction yield, written as a fraction of the theoretical maximum amount of product (1.0 means a 100% yield; for example, 0.34 means a 34% yield). The reactants are C([O:4]C1C=CC(O)=CC=1)CC.[Cl:12][C:13]1[CH:31]=[CH:30][C:16]([C:17]([N:19]2[CH2:22][C:21]([CH2:28]Cl)([C:23]([O:25]CC)=[O:24])[CH2:20]2)=[O:18])=[CH:15][CH:14]=1.C(=O)([O-])[O-].[Cs+].[Cs+].O. The product is [Cl:12][C:13]1[CH:31]=[CH:30][C:16]([C:17]([N:19]2[CH2:22][C:21]([CH2:28][OH:4])([C:23]([OH:25])=[O:24])[CH2:20]2)=[O:18])=[CH:15][CH:14]=1. The yield is 0.470. The catalyst is CN(C)C=O.